From a dataset of CYP2C19 inhibition data for predicting drug metabolism from PubChem BioAssay. Regression/Classification. Given a drug SMILES string, predict its absorption, distribution, metabolism, or excretion properties. Task type varies by dataset: regression for continuous measurements (e.g., permeability, clearance, half-life) or binary classification for categorical outcomes (e.g., BBB penetration, CYP inhibition). Dataset: cyp2c19_veith. (1) The drug is Cc1ccc(N(Cc2ccccc2)Cc2ccccc2)cc1. The result is 1 (inhibitor). (2) The compound is CC[C@H]1CN(C)[C@H]2Cc3c([nH]c4ccccc34)C(=O)C[C@H]1[C@H]2C(=O)OC. The result is 0 (non-inhibitor). (3) The drug is Cc1ccc(S(=O)(=O)NCC(=O)N(CC(=O)NCc2ccco2)Cc2cccs2)cc1. The result is 1 (inhibitor). (4) The compound is CCNC(=O)NC(=O)CSc1nc2ccccc2n1CC(C)C. The result is 1 (inhibitor). (5) The drug is Cc1ccc(NC(=O)COc2ccc(S(=O)(=O)N3CCOCC3)cc2)cc1. The result is 1 (inhibitor). (6) The drug is COc1cccc(-c2cc(NCc3ccccc3OC)ncn2)c1. The result is 1 (inhibitor). (7) The molecule is CCCCN1C(=O)NC(NC(=O)c2ccco2)(C(F)(F)F)C1=O. The result is 1 (inhibitor). (8) The compound is CN(C(=O)Cc1ccc(Cl)c(Cl)c1)[C@H](CN1CCCC1)c1cccc(N=C=S)c1. The result is 0 (non-inhibitor). (9) The compound is CSc1cccc(NC(=O)OC2CCCCCCCCCCC2)c1. The result is 0 (non-inhibitor). (10) The drug is C/C(=N\NC(=O)COc1ccc([N+](=O)[O-])cc1)C(C)(C)C. The result is 0 (non-inhibitor).